Dataset: Forward reaction prediction with 1.9M reactions from USPTO patents (1976-2016). Task: Predict the product of the given reaction. The product is: [CH3:12][C:11]1[C:2]([O:1][S:31]([C:34]([F:37])([F:36])[F:35])(=[O:33])=[O:32])=[C:3]([CH:8]=[C:9]([CH2:14][C:15]2[CH:16]=[N:17][C:18]([CH3:21])=[CH:19][CH:20]=2)[C:10]=1[CH3:13])[C:4]([O:6][CH3:7])=[O:5]. Given the reactants [OH:1][C:2]1[C:11]([CH3:12])=[C:10]([CH3:13])[C:9]([CH2:14][C:15]2[CH:16]=[N:17][C:18]([CH3:21])=[CH:19][CH:20]=2)=[CH:8][C:3]=1[C:4]([O:6][CH3:7])=[O:5].[H-].[Na+].C1C=CC(N([S:31]([C:34]([F:37])([F:36])[F:35])(=[O:33])=[O:32])[S:31]([C:34]([F:37])([F:36])[F:35])(=[O:33])=[O:32])=CC=1.Cl, predict the reaction product.